Dataset: Full USPTO retrosynthesis dataset with 1.9M reactions from patents (1976-2016). Task: Predict the reactants needed to synthesize the given product. (1) Given the product [CH3:15][C:14]1([CH2:13][C:12]2([CH2:11][CH2:10][C:7]3[CH:8]=[CH:9][C:4]([NH2:1])=[CH:5][CH:6]=3)[O:17][CH2:23][CH2:22][O:29]2)[O:46][CH2:45][CH2:44][O:16]1, predict the reactants needed to synthesize it. The reactants are: [N+:1]([C:4]1[CH:9]=[CH:8][C:7]([CH2:10][CH2:11][C:12](=[O:17])[CH2:13][C:14](=[O:16])[CH3:15])=[CH:6][CH:5]=1)([O-])=O.[Si]([CH:22]([OH:29])[CH:23](O)[Si](C)(C)C)(C)(C)C.[Si](OS(C(F)(F)F)(=O)=O)(C)(C)C.[H][H].[CH3:44][CH2:45][O:46]C(C)=O. (2) Given the product [Br:1][C:2]1[N:7]=[C:6]([CH:8]([C:14]2[CH:15]=[CH:16][C:11]([F:10])=[CH:12][CH:13]=2)[OH:9])[CH:5]=[CH:4][CH:3]=1, predict the reactants needed to synthesize it. The reactants are: [Br:1][C:2]1[N:7]=[C:6]([CH:8]=[O:9])[CH:5]=[CH:4][CH:3]=1.[F:10][C:11]1[CH:16]=[CH:15][C:14]([Mg]Br)=[CH:13][CH:12]=1. (3) Given the product [CH2:28]([O:27][C:25]([N:22]([CH2:21][C:12]1[CH:13]=[C:14]([C:17]([F:18])([F:19])[F:20])[CH:15]=[CH:16][C:11]=1[C:9]1[CH:10]=[C:5]([CH2:4][C:3]([OH:35])=[O:2])[CH:6]=[N:7][CH:8]=1)[CH2:23][CH3:24])=[O:26])[C:29]1[CH:30]=[CH:31][CH:32]=[CH:33][CH:34]=1, predict the reactants needed to synthesize it. The reactants are: C[O:2][C:3](=[O:35])[CH2:4][C:5]1[CH:6]=[N:7][CH:8]=[C:9]([C:11]2[CH:16]=[CH:15][C:14]([C:17]([F:20])([F:19])[F:18])=[CH:13][C:12]=2[CH2:21][N:22]([C:25]([O:27][CH2:28][C:29]2[CH:34]=[CH:33][CH:32]=[CH:31][CH:30]=2)=[O:26])[CH2:23][CH3:24])[CH:10]=1.O.[OH-].[Li+].C(O)(=O)CC(CC(O)=O)(C(O)=O)O. (4) Given the product [NH2:6][C@@H:7]([C:17]1[S:18][C:19]([CH2:22][NH:23][C:24](=[O:44])[C@H:25]([CH:31]([C:38]2[CH:43]=[CH:42][CH:41]=[CH:40][CH:39]=2)[C:32]2[CH:37]=[CH:36][CH:35]=[CH:34][CH:33]=2)[NH:26][C:27]([O:29][CH3:30])=[O:28])=[CH:20][CH:21]=1)[CH2:8][O:9][Si:10]([C:13]([CH3:14])([CH3:15])[CH3:16])([CH3:12])[CH3:11], predict the reactants needed to synthesize it. The reactants are: C(OC(=O)[NH:6][C@@H:7]([C:17]1[S:18][C:19]([CH2:22][NH:23][C:24](=[O:44])[C@H:25]([CH:31]([C:38]2[CH:43]=[CH:42][CH:41]=[CH:40][CH:39]=2)[C:32]2[CH:37]=[CH:36][CH:35]=[CH:34][CH:33]=2)[NH:26][C:27]([O:29][CH3:30])=[O:28])=[CH:20][CH:21]=1)[CH2:8][O:9][Si:10]([C:13]([CH3:16])([CH3:15])[CH3:14])([CH3:12])[CH3:11])C=C.C1([SiH3])C=CC=CC=1.C(OCC)(=O)C.O. (5) Given the product [CH:16]1([C:14]2[N:13]([CH3:19])[C:12]3[CH:20]=[C:8]([N:5]4[CH:6]=[CH:7][C:2]([O:30][CH2:29][C:27]5[N:28]=[C:24]([C:23]([F:32])([F:31])[F:22])[S:25][CH:26]=5)=[CH:3][C:4]4=[O:21])[CH:9]=[CH:10][C:11]=3[N:15]=2)[CH2:18][CH2:17]1, predict the reactants needed to synthesize it. The reactants are: Br[C:2]1[CH:7]=[CH:6][N:5]([C:8]2[CH:9]=[CH:10][C:11]3[N:15]=[C:14]([CH:16]4[CH2:18][CH2:17]4)[N:13]([CH3:19])[C:12]=3[CH:20]=2)[C:4](=[O:21])[CH:3]=1.[F:22][C:23]([F:32])([F:31])[C:24]1[S:25][CH:26]=[C:27]([CH2:29][OH:30])[N:28]=1.C1(C)C=CC=CC=1.CC(C)([O-])C.[K+]. (6) Given the product [C:1]([NH:4][C:5]1[C:23]([Cl:27])=[CH:22][C:8]([C:9]([NH:11][CH2:12][CH:13]2[O:18][CH2:17][CH2:16][N:15]([C:19](=[O:21])[CH3:20])[CH2:14]2)=[O:10])=[C:7]([O:24][CH2:25][CH3:26])[CH:6]=1)(=[O:3])[CH3:2], predict the reactants needed to synthesize it. The reactants are: [C:1]([NH:4][C:5]1[CH:23]=[CH:22][C:8]([C:9]([NH:11][CH2:12][CH:13]2[O:18][CH2:17][CH2:16][N:15]([C:19](=[O:21])[CH3:20])[CH2:14]2)=[O:10])=[C:7]([O:24][CH2:25][CH3:26])[CH:6]=1)(=[O:3])[CH3:2].[Cl:27]N1C(=O)CCC1=O. (7) Given the product [OH:6][CH2:5][C:4]#[C:3][CH2:2][C:14]#[C:13][CH2:12][CH2:11][CH2:10][CH2:9][CH2:8][C:7]([O:16][CH3:17])=[O:15], predict the reactants needed to synthesize it. The reactants are: Cl[CH2:2][C:3]#[C:4][CH2:5][OH:6].[C:7]([O:16][CH3:17])(=[O:15])[CH2:8][CH2:9][CH2:10][CH2:11][CH2:12][C:13]#[CH:14].C([O-])([O-])=O.[K+].[K+].[Na+].[I-]. (8) Given the product [Cl:1][C:2]1[CH:10]=[CH:9][C:5]([CH2:6][OH:7])=[CH:4][C:3]=1[S:11]([CH3:14])(=[O:12])=[O:13], predict the reactants needed to synthesize it. The reactants are: [Cl:1][C:2]1[CH:10]=[CH:9][C:5]([C:6](O)=[O:7])=[CH:4][C:3]=1[S:11]([CH3:14])(=[O:13])=[O:12]. (9) Given the product [OH:28][CH2:27][C@@H:26]1[CH2:29][CH2:30][CH2:31][N:25]1[C:3]([C:4]1[CH:5]=[N:6][C:7]([O:10][CH2:11][C:12]2[C:13]([C:18]3[CH:19]=[CH:20][CH:21]=[CH:22][CH:23]=3)=[N:14][O:15][C:16]=2[CH3:17])=[CH:8][CH:9]=1)=[O:24], predict the reactants needed to synthesize it. The reactants are: CO[C:3](=[O:24])[C:4]1[CH:9]=[CH:8][C:7]([O:10][CH2:11][C:12]2[C:13]([C:18]3[CH:23]=[CH:22][CH:21]=[CH:20][CH:19]=3)=[N:14][O:15][C:16]=2[CH3:17])=[N:6][CH:5]=1.[NH:25]1[CH2:31][CH2:30][CH2:29][C@H:26]1[CH2:27][OH:28].